From a dataset of Forward reaction prediction with 1.9M reactions from USPTO patents (1976-2016). Predict the product of the given reaction. Given the reactants [O:1]1[C:5]2[C:6]3[C:7](=[CH:13][CH2:14][NH:15][C:16](=[O:19])[CH2:17][CH3:18])[CH2:8][CH2:9][C:10]=3[CH:11]=[CH:12][C:4]=2[N:3]=[CH:2]1, predict the reaction product. The product is: [O:1]1[C:5]2[C:6]3[CH:7]([CH2:13][CH2:14][NH:15][C:16](=[O:19])[CH2:17][CH3:18])[CH2:8][CH2:9][C:10]=3[CH:11]=[CH:12][C:4]=2[N:3]=[CH:2]1.